Dataset: Forward reaction prediction with 1.9M reactions from USPTO patents (1976-2016). Task: Predict the product of the given reaction. (1) Given the reactants [CH3:1][O:2][C:3]1[CH:8]=[CH:7][CH:6]=[C:5]([C:9]#[C:10][Si](C)(C)C)[C:4]=1[NH:15][C:16](=[O:22])[O:17][C:18]([CH3:21])([CH3:20])[CH3:19].C([O-])([O-])=O.[K+].[K+], predict the reaction product. The product is: [C:9]([C:5]1[CH:6]=[CH:7][CH:8]=[C:3]([O:2][CH3:1])[C:4]=1[NH:15][C:16](=[O:22])[O:17][C:18]([CH3:20])([CH3:19])[CH3:21])#[CH:10]. (2) Given the reactants [Cl:1][C:2]1[CH:7]=[CH:6][C:5]([CH:8]([C:19]2[C:27]3[C:22](=[C:23]([CH2:28][S:29][CH2:30][CH3:31])[CH:24]=[CH:25][CH:26]=3)[NH:21][CH:20]=2)[CH:9]2C(=O)O[C:12](C)([CH3:16])[O:11][C:10]2=[O:18])=[CH:4][CH:3]=1, predict the reaction product. The product is: [Cl:1][C:2]1[CH:3]=[CH:4][C:5]([CH:8]([C:19]2[C:27]3[C:22](=[C:23]([CH2:28][S:29][CH2:30][CH3:31])[CH:24]=[CH:25][CH:26]=3)[NH:21][CH:20]=2)[CH2:9][C:10]([O:11][CH2:12][CH3:16])=[O:18])=[CH:6][CH:7]=1. (3) Given the reactants [O:1]1[CH2:6][CH2:5][CH:4]([NH:7][CH:8]([C:10]2[CH:15]=[C:14]([N:16]([CH2:25][O:26][CH2:27][CH2:28][Si:29]([CH3:32])([CH3:31])[CH3:30])[CH2:17][O:18][CH2:19][CH2:20][Si:21]([CH3:24])([CH3:23])[CH3:22])[N:13]3[N:33]=[CH:34][CH:35]=[C:12]3[N:11]=2)[CH3:9])[CH2:3][CH2:2]1.C1C(=O)N([I:43])C(=O)C1.S([O-])([O-])(=O)=S.[Na+].[Na+], predict the reaction product. The product is: [I:43][C:35]1[CH:34]=[N:33][N:13]2[C:14]([N:16]([CH2:25][O:26][CH2:27][CH2:28][Si:29]([CH3:32])([CH3:31])[CH3:30])[CH2:17][O:18][CH2:19][CH2:20][Si:21]([CH3:24])([CH3:22])[CH3:23])=[CH:15][C:10]([CH:8]([NH:7][CH:4]3[CH2:5][CH2:6][O:1][CH2:2][CH2:3]3)[CH3:9])=[N:11][C:12]=12. (4) Given the reactants [Br:1][C:2]1[CH:3]=[CH:4][C:5]([OH:11])=[C:6]([C:8](=[O:10])[CH3:9])[CH:7]=1.[CH3:12][CH:13]1[CH2:17][CH2:16][C:15](=O)[CH2:14]1.N1CCCC1.Cl, predict the reaction product. The product is: [Br:1][C:2]1[CH:7]=[C:6]2[C:5](=[CH:4][CH:3]=1)[O:11][C:15]1([CH2:16][CH2:17][CH:13]([CH3:12])[CH2:14]1)[CH2:9][C:8]2=[O:10]. (5) Given the reactants [F:1][C:2]1[CH:22]=[C:21]([NH:23][C:24]([C:26]2([C:29](=[O:38])[NH:30][C:31]3[CH:36]=[CH:35][C:34]([F:37])=[CH:33][CH:32]=3)[CH2:28][CH2:27]2)=[O:25])[C:20]([F:39])=[CH:19][C:3]=1[O:4][C:5]1[CH:10]=[CH:9][N:8]=[C:7]([NH:11]C(=O)OC(C)(C)C)[CH:6]=1.C(O)(C(F)(F)F)=O, predict the reaction product. The product is: [NH2:11][C:7]1[CH:6]=[C:5]([O:4][C:3]2[C:2]([F:1])=[CH:22][C:21]([NH:23][C:24]([C:26]3([C:29]([NH:30][C:31]4[CH:32]=[CH:33][C:34]([F:37])=[CH:35][CH:36]=4)=[O:38])[CH2:28][CH2:27]3)=[O:25])=[C:20]([F:39])[CH:19]=2)[CH:10]=[CH:9][N:8]=1. (6) Given the reactants [NH:1]1[C:9]2[C:4](=[CH:5][CH:6]=[CH:7][C:8]=2[C:10]#[N:11])[CH:3]=[CH:2]1.Cl[C:13]1[CH:18]=[CH:17][N:16]=[C:15]([NH:19][CH:20]2[CH2:25][C:24]([CH3:27])([CH3:26])[NH:23][C:22]([CH3:29])([CH3:28])[CH2:21]2)[N:14]=1.CCCC[N+](CCCC)(CCCC)CCCC.[F-], predict the reaction product. The product is: [CH3:26][C:24]1([CH3:27])[CH2:25][CH:20]([NH:19][C:15]2[N:14]=[C:13]([C:3]3[C:4]4[C:9](=[C:8]([C:10]#[N:11])[CH:7]=[CH:6][CH:5]=4)[NH:1][CH:2]=3)[CH:18]=[CH:17][N:16]=2)[CH2:21][C:22]([CH3:29])([CH3:28])[NH:23]1. (7) Given the reactants [Cl:1][C:2]1[CH:7]=[CH:6][CH:5]=[CH:4][C:3]=1[C:8]1[N:9]([C:24]2[CH:29]=[CH:28][C:27]([Cl:30])=[CH:26][CH:25]=2)[C:10]2[C:15]([N:16]=1)=[C:14]([NH:17][CH:18]1[CH2:23][CH2:22][NH:21][CH2:20][CH2:19]1)[N:13]=[CH:12][N:11]=2.[C:31](OC(=O)C)(=[O:33])[CH3:32], predict the reaction product. The product is: [Cl:1][C:2]1[CH:7]=[CH:6][CH:5]=[CH:4][C:3]=1[C:8]1[N:9]([C:24]2[CH:25]=[CH:26][C:27]([Cl:30])=[CH:28][CH:29]=2)[C:10]2[C:15]([N:16]=1)=[C:14]([NH:17][CH:18]1[CH2:23][CH2:22][N:21]([C:31](=[O:33])[CH3:32])[CH2:20][CH2:19]1)[N:13]=[CH:12][N:11]=2.